Dataset: Full USPTO retrosynthesis dataset with 1.9M reactions from patents (1976-2016). Task: Predict the reactants needed to synthesize the given product. (1) Given the product [OH:1][C@H:2]1[CH2:7][CH2:6][C@H:5]([NH:8][C:9]2[N:18]=[CH:17][C:16]3[C:11](=[CH:12][C:13]([C:19]([OH:21])=[O:20])=[CH:14][CH:15]=3)[N:10]=2)[CH2:4][CH2:3]1, predict the reactants needed to synthesize it. The reactants are: [OH:1][C@H:2]1[CH2:7][CH2:6][C@H:5]([NH:8][C:9]2[N:18]=[CH:17][C:16]3[C:11](=[CH:12][C:13]([C:19]([O:21]C)=[O:20])=[CH:14][CH:15]=3)[N:10]=2)[CH2:4][CH2:3]1.CO.[OH-].[Na+].Cl. (2) Given the product [F:1][C:2]1[C:15]([NH:16][CH2:17][C:18]2[CH:23]=[C:22]([C:24]3[CH:29]=[CH:28][CH:27]=[C:26]([F:30])[CH:25]=3)[CH:21]=[C:20]([F:31])[C:19]=2[CH3:32])=[C:14]([F:33])[CH:13]=[CH:12][C:3]=1[O:4][CH2:5][C:6]([OH:8])=[O:7], predict the reactants needed to synthesize it. The reactants are: [F:1][C:2]1[C:15]([NH:16][CH2:17][C:18]2[CH:23]=[C:22]([C:24]3[CH:29]=[CH:28][CH:27]=[C:26]([F:30])[CH:25]=3)[CH:21]=[C:20]([F:31])[C:19]=2[CH3:32])=[C:14]([F:33])[CH:13]=[CH:12][C:3]=1[O:4][CH2:5][C:6]([O:8]C(C)C)=[O:7].[OH-].[Na+]. (3) Given the product [OH:38][CH2:35][C:36]([N:4]1[CH2:5][CH2:6][N:1]([C:7]2[CH:8]=[CH:9][C:10]([NH:13][C:14]3[N:19]=[CH:18][N:17]=[C:16]([C:20]4[CH:21]=[CH:22][C:23]([O:28][CH:29]5[CH2:34][CH2:33][O:32][CH2:31][CH2:30]5)=[C:24]([CH:27]=4)[C:25]#[N:26])[N:15]=3)=[CH:11][CH:12]=2)[CH2:2][CH2:3]1)=[O:37], predict the reactants needed to synthesize it. The reactants are: [N:1]1([C:7]2[CH:12]=[CH:11][C:10]([NH:13][C:14]3[N:19]=[CH:18][N:17]=[C:16]([C:20]4[CH:21]=[CH:22][C:23]([O:28][CH:29]5[CH2:34][CH2:33][O:32][CH2:31][CH2:30]5)=[C:24]([CH:27]=4)[C:25]#[N:26])[N:15]=3)=[CH:9][CH:8]=2)[CH2:6][CH2:5][NH:4][CH2:3][CH2:2]1.[C:35](O)(=[O:38])[CH2:36][OH:37].C(N(CC)C(C)C)(C)C.CN(C(ON1N=NC2C=CC=NC1=2)=[N+](C)C)C.F[P-](F)(F)(F)(F)F. (4) Given the product [CH:2]1([C@H:3]([N:7]2[CH:11]=[C:10]([C:12]3[C:13]4[CH:20]=[CH:19][N:18]([CH2:21][O:22][CH2:23][CH2:24][Si:25]([CH3:28])([CH3:27])[CH3:26])[C:14]=4[N:15]=[CH:16][N:17]=3)[CH:9]=[N:8]2)[CH2:4][C:5]#[N:6])[CH2:33][CH2:32]1, predict the reactants needed to synthesize it. The reactants are: F[C:2](F)(F)[C@H:3]([N:7]1[CH:11]=[C:10]([C:12]2[C:13]3[CH:20]=[CH:19][N:18]([CH2:21][O:22][CH2:23][CH2:24][Si:25]([CH3:28])([CH3:27])[CH3:26])[C:14]=3[N:15]=[CH:16][N:17]=2)[CH:9]=[N:8]1)[CH2:4][C:5]#[N:6].F[C:32](F)(F)[C@@H:33](N1C=C(C2C3C=CN(COCC[Si](C)(C)C)C=3N=CN=2)C=N1)CC#N.FC(F)(F)C(N1C=C(C2C3C=CN(COCC[Si](C)(C)C)C=3N=CN=2)C=N1)CC#N. (5) Given the product [CH:1]1([NH:4][C:5]([C:7]2[N:8]=[N:9][N:10]([C:12]3[CH:17]=[CH:16][C:15]([C:18]([NH:20][CH2:21][CH3:22])=[O:19])=[CH:14][C:13]=3[O:23][CH2:24][CH2:25][CH2:26][CH2:27][CH2:28][CH2:29][F:37])[CH:11]=2)=[O:6])[CH2:3][CH2:2]1, predict the reactants needed to synthesize it. The reactants are: [CH:1]1([NH:4][C:5]([C:7]2[N:8]=[N:9][N:10]([C:12]3[CH:17]=[CH:16][C:15]([C:18]([NH:20][CH2:21][CH3:22])=[O:19])=[CH:14][C:13]=3[O:23][CH2:24][CH2:25][CH2:26][CH2:27][CH2:28][CH2:29]O)[CH:11]=2)=[O:6])[CH2:3][CH2:2]1.CCN(S(F)(F)[F:37])CC.C(=O)([O-])O.[Na+]. (6) Given the product [Cl:28][C:22]1[N:23]=[C:24]([CH2:26][CH3:27])[NH:25][C:21]=1[C:19]([NH:18][CH2:17][C:12]1[CH:13]=[CH:14][C:15]([Cl:16])=[C:10]([O:9][C:4]2[CH:3]=[C:2]([CH:30]=[CH2:31])[CH:7]=[C:6]([Cl:8])[CH:5]=2)[C:11]=1[F:29])=[O:20], predict the reactants needed to synthesize it. The reactants are: Br[C:2]1[CH:3]=[C:4]([O:9][C:10]2[C:11]([F:29])=[C:12]([CH2:17][NH:18][C:19]([C:21]3[NH:25][C:24]([CH2:26][CH3:27])=[N:23][C:22]=3[Cl:28])=[O:20])[CH:13]=[CH:14][C:15]=2[Cl:16])[CH:5]=[C:6]([Cl:8])[CH:7]=1.[CH:30]([B-](F)(F)F)=[CH2:31].[K+].C(N(CC)CC)C.O. (7) Given the product [CH3:1][N:2]([CH2:3]/[CH:4]=[CH:5]/[C:6]([NH:35][C:32]1[CH:33]=[C:34]2[C:25]([NH:24][C:19]3[CH:20]=[CH:21][C:22]([F:23])=[C:17]([Cl:16])[CH:18]=3)=[N:26][CH:27]=[N:28][C:29]2=[CH:30][C:31]=1[O:36][C@@H:37]1[CH2:38][O:39][CH2:40][CH2:41]1)=[O:7])[CH3:9], predict the reactants needed to synthesize it. The reactants are: [CH3:1][N:2]([CH3:9])[CH2:3]/[CH:4]=[CH:5]/[C:6](O)=[O:7].C(Cl)(=O)C(Cl)=O.[Cl:16][C:17]1[CH:18]=[C:19]([NH:24][C:25]2[C:34]3[C:29](=[CH:30][C:31]([O:36][C@H:37]4[CH2:41][CH2:40][O:39][CH2:38]4)=[C:32]([NH2:35])[CH:33]=3)[N:28]=[CH:27][N:26]=2)[CH:20]=[CH:21][C:22]=1[F:23].CN(C)C/C=C/C(Cl)=O.